This data is from Full USPTO retrosynthesis dataset with 1.9M reactions from patents (1976-2016). The task is: Predict the reactants needed to synthesize the given product. (1) Given the product [Cl:37][C:16]1[N:17]=[C:12]([C:11]2[C:4]3[C:5](=[N:6][C:7]([CH3:8])=[C:2]([F:1])[CH:3]=3)[N:9]([CH2:26][C:27]3[CH:32]=[CH:31][C:30]([O:33][CH3:34])=[CH:29][CH:28]=3)[N:10]=2)[N:13]=[N:14][C:15]=1[C:19]([CH3:25])([CH3:24])[C:20]([O:22][CH3:23])=[O:21], predict the reactants needed to synthesize it. The reactants are: [F:1][C:2]1[CH:3]=[C:4]2[C:11]([C:12]3[N:13]=[N:14][C:15]([C:19]([CH3:25])([CH3:24])[C:20]([O:22][CH3:23])=[O:21])=[C:16](O)[N:17]=3)=[N:10][N:9]([CH2:26][C:27]3[CH:32]=[CH:31][C:30]([O:33][CH3:34])=[CH:29][CH:28]=3)[C:5]2=[N:6][C:7]=1[CH3:8].P(Cl)(Cl)([Cl:37])=O. (2) Given the product [Cl:1][C:2]1[N:3]=[CH:4][C:5]([CH2:8][N:15]([CH2:11][CH2:12][O:13][CH3:14])[CH3:16])=[CH:6][CH:7]=1, predict the reactants needed to synthesize it. The reactants are: [Cl:1][C:2]1[CH:7]=[CH:6][C:5]([CH2:8]Cl)=[CH:4][N:3]=1.C[CH:11]([NH2:15])[CH2:12][O:13][CH3:14].[C:16](=O)([O-])[O-].[K+].[K+]. (3) Given the product [F:8][C:6]1[CH:7]=[C:2]2[NH:13][N:12]=[C:9]([NH2:10])[C:3]2=[N:4][CH:5]=1, predict the reactants needed to synthesize it. The reactants are: F[C:2]1[C:3]([C:9]#[N:10])=[N:4][CH:5]=[C:6]([F:8])[CH:7]=1.O.[NH2:12][NH2:13]. (4) The reactants are: [Br:1][C:2]1[C:3]([CH3:10])=[C:4]([NH2:9])[C:5]([NH2:8])=[N:6][CH:7]=1.[CH:11]([CH:13]=O)=O.O. Given the product [Br:1][C:2]1[CH:7]=[N:6][C:5]2=[N:8][CH:11]=[CH:13][N:9]=[C:4]2[C:3]=1[CH3:10], predict the reactants needed to synthesize it. (5) Given the product [CH3:47][NH:46][C:28]1[N:27]2[CH:48]=[C:24]([CH3:23])[N:25]=[C:26]2[N:31]=[C:30]([C:32]2[CH:39]=[CH:38][C:35]([CH2:36][N:1]3[CH2:4][CH:3]([C:5]4[N:6]=[C:7]([C:10]5[CH:15]=[CH:14][CH:13]=[CH:12][N:11]=5)[NH:8][N:9]=4)[CH2:2]3)=[CH:34][CH:33]=2)[C:29]=1[C:40]1[CH:45]=[CH:44][CH:43]=[CH:42][CH:41]=1, predict the reactants needed to synthesize it. The reactants are: [NH:1]1[CH2:4][CH:3]([C:5]2[NH:9][N:8]=[C:7]([C:10]3[CH:15]=[CH:14][CH:13]=[CH:12][N:11]=3)[N:6]=2)[CH2:2]1.C(N(CC)CC)C.[CH3:23][C:24]1[N:25]=[C:26]2[N:31]=[C:30]([C:32]3[CH:39]=[CH:38][C:35]([CH:36]=O)=[CH:34][CH:33]=3)[C:29]([C:40]3[CH:45]=[CH:44][CH:43]=[CH:42][CH:41]=3)=[C:28]([NH:46][CH3:47])[N:27]2[CH:48]=1.C(O)(=O)C.[BH-](OC(C)=O)(OC(C)=O)OC(C)=O.[Na+]. (6) Given the product [O:28]1[C:32]2([CH2:33][CH2:34][CH:35]([C:38]3[CH:43]=[CH:42][C:41]([CH2:44][O:1][C:2]4[CH:7]=[CH:6][CH:5]=[CH:4][C:3]=4[C:8]4[N:13]=[C:12]([N:14]5[C:18]([C:19]([F:22])([F:21])[F:20])=[C:17]([C:23]([O:25][CH2:26][CH3:27])=[O:24])[CH:16]=[N:15]5)[CH:11]=[CH:10][CH:9]=4)=[CH:40][CH:39]=3)[CH2:36][CH2:37]2)[O:31][CH2:30][CH2:29]1, predict the reactants needed to synthesize it. The reactants are: [OH:1][C:2]1[CH:7]=[CH:6][CH:5]=[CH:4][C:3]=1[C:8]1[N:13]=[C:12]([N:14]2[C:18]([C:19]([F:22])([F:21])[F:20])=[C:17]([C:23]([O:25][CH2:26][CH3:27])=[O:24])[CH:16]=[N:15]2)[CH:11]=[CH:10][CH:9]=1.[O:28]1[C:32]2([CH2:37][CH2:36][CH:35]([C:38]3[CH:43]=[CH:42][C:41]([CH2:44]O)=[CH:40][CH:39]=3)[CH2:34][CH2:33]2)[O:31][CH2:30][CH2:29]1.C1(P(C2C=CC=CC=2)C2C=CC=CC=2)C=CC=CC=1.N(C(OC(C)C)=O)=NC(OC(C)C)=O.